This data is from NCI-60 drug combinations with 297,098 pairs across 59 cell lines. The task is: Regression. Given two drug SMILES strings and cell line genomic features, predict the synergy score measuring deviation from expected non-interaction effect. (1) Drug 1: CC1=C2C(C(=O)C3(C(CC4C(C3C(C(C2(C)C)(CC1OC(=O)C(C(C5=CC=CC=C5)NC(=O)OC(C)(C)C)O)O)OC(=O)C6=CC=CC=C6)(CO4)OC(=O)C)O)C)O. Drug 2: C1C(C(OC1N2C=NC3=C2NC=NCC3O)CO)O. Cell line: HCT116. Synergy scores: CSS=15.2, Synergy_ZIP=-1.12, Synergy_Bliss=-2.15, Synergy_Loewe=6.89, Synergy_HSA=-0.558. (2) Drug 1: CNC(=O)C1=CC=CC=C1SC2=CC3=C(C=C2)C(=NN3)C=CC4=CC=CC=N4. Drug 2: CN(C(=O)NC(C=O)C(C(C(CO)O)O)O)N=O. Cell line: MOLT-4. Synergy scores: CSS=-0.0385, Synergy_ZIP=-5.39, Synergy_Bliss=-8.73, Synergy_Loewe=-25.9, Synergy_HSA=-7.92. (3) Drug 1: CCC1=CC2CC(C3=C(CN(C2)C1)C4=CC=CC=C4N3)(C5=C(C=C6C(=C5)C78CCN9C7C(C=CC9)(C(C(C8N6C)(C(=O)OC)O)OC(=O)C)CC)OC)C(=O)OC.C(C(C(=O)O)O)(C(=O)O)O. Drug 2: C(CC(=O)O)C(=O)CN.Cl. Cell line: A498. Synergy scores: CSS=20.7, Synergy_ZIP=-6.77, Synergy_Bliss=-0.933, Synergy_Loewe=-13.9, Synergy_HSA=-0.253. (4) Drug 1: CCCCCOC(=O)NC1=NC(=O)N(C=C1F)C2C(C(C(O2)C)O)O. Drug 2: CC1=C(C(=O)C2=C(C1=O)N3CC4C(C3(C2COC(=O)N)OC)N4)N. Cell line: HS 578T. Synergy scores: CSS=7.96, Synergy_ZIP=-4.59, Synergy_Bliss=-3.99, Synergy_Loewe=-12.1, Synergy_HSA=-3.10. (5) Cell line: NCI-H460. Drug 2: C1CC(=O)NC(=O)C1N2CC3=C(C2=O)C=CC=C3N. Synergy scores: CSS=44.2, Synergy_ZIP=3.73, Synergy_Bliss=0.836, Synergy_Loewe=-12.8, Synergy_HSA=0.690. Drug 1: C1CN1C2=NC(=NC(=N2)N3CC3)N4CC4. (6) Drug 1: C1=C(C(=O)NC(=O)N1)N(CCCl)CCCl. Drug 2: C(CC(=O)O)C(=O)CN.Cl. Cell line: BT-549. Synergy scores: CSS=6.79, Synergy_ZIP=-11.2, Synergy_Bliss=-15.3, Synergy_Loewe=-32.4, Synergy_HSA=-13.8. (7) Drug 1: CC1C(C(CC(O1)OC2CC(OC(C2O)C)OC3=CC4=CC5=C(C(=O)C(C(C5)C(C(=O)C(C(C)O)O)OC)OC6CC(C(C(O6)C)O)OC7CC(C(C(O7)C)O)OC8CC(C(C(O8)C)O)(C)O)C(=C4C(=C3C)O)O)O)O. Drug 2: CC12CCC3C(C1CCC2O)C(CC4=C3C=CC(=C4)O)CCCCCCCCCS(=O)CCCC(C(F)(F)F)(F)F. Cell line: SN12C. Synergy scores: CSS=61.4, Synergy_ZIP=13.2, Synergy_Bliss=13.9, Synergy_Loewe=-3.79, Synergy_HSA=10.9. (8) Drug 1: C1CCC(C1)C(CC#N)N2C=C(C=N2)C3=C4C=CNC4=NC=N3. Drug 2: C1CN(P(=O)(OC1)NCCCl)CCCl. Cell line: HCC-2998. Synergy scores: CSS=-5.86, Synergy_ZIP=3.08, Synergy_Bliss=3.48, Synergy_Loewe=-0.536, Synergy_HSA=-1.78.